From a dataset of Forward reaction prediction with 1.9M reactions from USPTO patents (1976-2016). Predict the product of the given reaction. (1) Given the reactants Br[CH:2]1[CH2:28][CH2:27][C:5]2([O:9][C:8]([C:10]3[CH:11]=[CH:12][C:13]4[N:14]([N:16]=[CH:17][N:18]=4)[CH:15]=3)=[C:7]([C:19]3[CH:20]=[C:21]([CH3:25])[CH:22]=[CH:23][CH:24]=3)[C:6]2=[O:26])[CH2:4][CH2:3]1.[N-:29]=[N+:30]=[N-:31].[Na+].CN(C)C=O, predict the reaction product. The product is: [N:18]1[CH:17]=[N:16][N:14]2[CH:15]=[C:10]([C:8]3[O:9][C:5]4([CH2:4][CH2:3][CH:2]([N:29]=[N+:30]=[N-:31])[CH2:28][CH2:27]4)[C:6](=[O:26])[C:7]=3[C:19]3[CH:20]=[C:21]([CH3:25])[CH:22]=[CH:23][CH:24]=3)[CH:11]=[CH:12][C:13]=12. (2) Given the reactants [NH2:1][C:2]([NH:4][C@@:5]([CH3:18])([C:14](OC)=[O:15])[CH2:6][C:7]1[CH:12]=[CH:11][CH:10]=[C:9]([I:13])[CH:8]=1)=[O:3].C(=O)([O-])[O-].[K+].[K+], predict the reaction product. The product is: [I:13][C:9]1[CH:8]=[C:7]([CH:12]=[CH:11][CH:10]=1)[CH2:6][C@@:5]1([CH3:18])[NH:4][C:2](=[O:3])[NH:1][C:14]1=[O:15]. (3) Given the reactants F[C:2]1[CH:10]=[CH:9][C:5]([C:6]([OH:8])=[O:7])=[CH:4][C:3]=1[N+:11]([O-:13])=[O:12].[NH2:14][CH2:15][CH2:16][C:17]([NH:20][C:21](=[O:27])[O:22][C:23]([CH3:26])([CH3:25])[CH3:24])([CH3:19])[CH3:18].C(=O)([O-])[O-].[K+].[K+], predict the reaction product. The product is: [C:23]([O:22][C:21]([NH:20][C:17]([CH3:19])([CH3:18])[CH2:16][CH2:15][NH:14][C:2]1[CH:10]=[CH:9][C:5]([C:6]([OH:8])=[O:7])=[CH:4][C:3]=1[N+:11]([O-:13])=[O:12])=[O:27])([CH3:26])([CH3:25])[CH3:24]. (4) Given the reactants C([NH:4][CH:5]1[CH:9]([C:10]([O:12][CH2:13][CH3:14])=[O:11])[CH:8]2[CH2:15][CH:16]=[CH:17][CH:18]=[C:7]2[S:6]1)(=O)C.CC(C1C=CC=CC=1)=C.N1CCCC1, predict the reaction product. The product is: [NH2:4][C:5]1[S:6][C:7]2[CH:18]=[CH:17][CH:16]=[CH:15][C:8]=2[C:9]=1[C:10]([O:12][CH2:13][CH3:14])=[O:11]. (5) Given the reactants Br[C:2]1[N:6]=[C:5]([N:7]2[CH2:12][CH2:11][O:10][CH2:9][CH2:8]2)[N:4]([CH2:13][C:14]2[CH:19]=[CH:18][C:17]([O:20][CH3:21])=[CH:16][CH:15]=2)[N:3]=1.[Cl:22][C:23]1[CH:24]=[C:25]([CH:27]=[C:28]([Cl:31])[C:29]=1[F:30])[NH2:26].CC(C)([O-])C.[Na+].C(P(C(C)(C)C)C1C=CC=CC=1C1C(C(C)C)=CC(C(C)C)=CC=1C(C)C)(C)(C)C, predict the reaction product. The product is: [Cl:22][C:23]1[CH:24]=[C:25]([NH:26][C:2]2[N:6]=[C:5]([N:7]3[CH2:12][CH2:11][O:10][CH2:9][CH2:8]3)[N:4]([CH2:13][C:14]3[CH:19]=[CH:18][C:17]([O:20][CH3:21])=[CH:16][CH:15]=3)[N:3]=2)[CH:27]=[C:28]([Cl:31])[C:29]=1[F:30]. (6) Given the reactants [CH2:1]1[CH2:6][C@H:5]([C:7]([OH:9])=[O:8])[CH2:4][CH2:3][C@H:2]1[CH2:10][NH2:11].[C:12]([O:16][CH:17]([O:21][C:22](ON1C(=O)CCC1=O)=[O:23])[CH:18]([CH3:20])[CH3:19])(=[O:15])[CH2:13][CH3:14], predict the reaction product. The product is: [C:12]([O:16][CH:17]([O:21][C:22]([NH:11][CH2:10][C@H:2]1[CH2:3][CH2:4][C@H:5]([C:7]([OH:9])=[O:8])[CH2:6][CH2:1]1)=[O:23])[CH:18]([CH3:19])[CH3:20])(=[O:15])[CH2:13][CH3:14]. (7) Given the reactants [N:1]1C=CC=CC=1CN.[Cl-].[NH4+].[F:11][C:12]1[CH:41]=[CH:40][C:15]([CH2:16][N:17]2[C:21](=[O:22])[N:20]([C:23]3[CH:27]=[C:26]([C:28](O)=[O:29])[N:25](CC4C=CC(OC)=CC=4)[N:24]=3)[CH:19]=[N:18]2)=[CH:14][CH:13]=1, predict the reaction product. The product is: [F:11][C:12]1[CH:41]=[CH:40][C:15]([CH2:16][N:17]2[C:21](=[O:22])[N:20]([C:23]3[CH:27]=[C:26]([C:28]([NH2:1])=[O:29])[NH:25][N:24]=3)[CH:19]=[N:18]2)=[CH:14][CH:13]=1.